From a dataset of Reaction yield outcomes from USPTO patents with 853,638 reactions. Predict the reaction yield, written as a fraction of the theoretical maximum amount of product (1.0 means a 100% yield; for example, 0.34 means a 34% yield). (1) The reactants are [H-].[Na+].[Cl:3][C:4]1[CH:8]=[CH:7][NH:6][C:5]=1[C:9]([O:11][CH3:12])=[O:10].[N+:13](C1C=C([N+]([O-])=O)C=CC=1ON)([O-])=O. The catalyst is CN(C=O)C. The product is [NH2:13][N:6]1[CH:7]=[CH:8][C:4]([Cl:3])=[C:5]1[C:9]([O:11][CH3:12])=[O:10]. The yield is 0.860. (2) The reactants are [CH2:1]([O:3][P:4]([CH2:9][N:10]=[C:11]=[O:12])(=[O:8])[O:5][CH2:6][CH3:7])[CH3:2].[N+:13](=[C:15]1[N:19]=[CH:18][N:17]=[C:16]1[C:20]([NH2:22])=[O:21])=[N-:14].CCOCC. The product is [CH2:6]([O:5][P:4]([CH2:9][N:10]1[C:11](=[O:12])[N:19]2[CH:18]=[N:17][C:16]([C:20](=[O:21])[NH2:22])=[C:15]2[N:13]=[N:14]1)(=[O:8])[O:3][CH2:1][CH3:2])[CH3:7]. The yield is 0.500. The catalyst is CCOC(C)=O.CS(C)=O. (3) The reactants are [Br:1][C:2]1[CH:3]=[C:4]([CH:8]=[CH:9][C:10]=1[OH:11])[C:5]([OH:7])=[O:6].S(=O)(=O)(O)O.[CH3:17]O. No catalyst specified. The product is [Br:1][C:2]1[CH:3]=[C:4]([CH:8]=[CH:9][C:10]=1[OH:11])[C:5]([O:7][CH3:17])=[O:6]. The yield is 1.00.